From a dataset of Full USPTO retrosynthesis dataset with 1.9M reactions from patents (1976-2016). Predict the reactants needed to synthesize the given product. (1) Given the product [Cl:1][C:2]1[C:11]2[C:6](=[C:7]([CH3:12])[CH:8]=[CH:9][CH:10]=2)[C:5]([C:13]([N:20]2[CH2:21][CH2:22][C:17]([F:23])([F:16])[CH2:18][CH2:19]2)=[O:15])=[CH:4][N:3]=1, predict the reactants needed to synthesize it. The reactants are: [Cl:1][C:2]1[C:11]2[C:6](=[C:7]([CH3:12])[CH:8]=[CH:9][CH:10]=2)[C:5]([C:13]([OH:15])=O)=[CH:4][N:3]=1.[F:16][C:17]1([F:23])[CH2:22][CH2:21][NH:20][CH2:19][CH2:18]1. (2) Given the product [C:3]([O:6][CH2:7][CH2:8][CH2:9][CH2:10][O:11][C:12]1[C:13]([Cl:27])=[CH:14][C:15]([OH:19])=[CH:16][C:17]=1[Cl:18])(=[O:5])[CH3:4], predict the reactants needed to synthesize it. The reactants are: [H][H].[C:3]([O:6][CH2:7][CH2:8][CH2:9][CH2:10][O:11][C:12]1[C:17]([Cl:18])=[CH:16][C:15]([O:19]CC2C=CC=CC=2)=[CH:14][C:13]=1[Cl:27])(=[O:5])[CH3:4]. (3) Given the product [CH3:11][O:12][C:13]([C:15]1([C:25]2[CH:24]=[CH:23][C:22]([Br:21])=[CH:27][N:26]=2)[CH2:20][CH2:19][O:18][CH2:17][CH2:16]1)=[O:14], predict the reactants needed to synthesize it. The reactants are: C[Si]([N-][Si](C)(C)C)(C)C.[Li+].[CH3:11][O:12][C:13]([CH:15]1[CH2:20][CH2:19][O:18][CH2:17][CH2:16]1)=[O:14].[Br:21][C:22]1[CH:23]=[CH:24][C:25](F)=[N:26][CH:27]=1.[Cl-].[NH4+]. (4) Given the product [Cl:36][C:27]1[C:28]([C:32]([F:33])([F:34])[F:35])=[CH:29][CH:30]=[CH:31][C:26]=1[CH2:25][N:13]1[C:14](=[O:22])[C:15]([C:17]([O:19][CH2:20][CH3:21])=[O:18])=[CH:16][N:11]([C:8]2[CH:9]=[CH:10][C:5]3[N:4]=[CH:3][N:2]([CH3:1])[C:6]=3[CH:7]=2)[C:12]1=[O:23], predict the reactants needed to synthesize it. The reactants are: [CH3:1][N:2]1[C:6]2[CH:7]=[C:8]([N:11]3[CH:16]=[C:15]([C:17]([O:19][CH2:20][CH3:21])=[O:18])[C:14](=[O:22])[NH:13][C:12]3=[O:23])[CH:9]=[CH:10][C:5]=2[N:4]=[CH:3]1.Br[CH2:25][C:26]1[CH:31]=[CH:30][CH:29]=[C:28]([C:32]([F:35])([F:34])[F:33])[C:27]=1[Cl:36].